Dataset: Reaction yield outcomes from USPTO patents with 853,638 reactions. Task: Predict the reaction yield, written as a fraction of the theoretical maximum amount of product (1.0 means a 100% yield; for example, 0.34 means a 34% yield). (1) The reactants are [CH2:1]([S:3][C:4]1[N:9]2[CH:10]=[CH:11][N:12]=[C:8]2[CH:7]=[C:6]([C:13]2[CH:14]=[C:15]([OH:20])[C:16](O)=[CH:17][CH:18]=2)[N:5]=1)[CH3:2].[CH2:21](Br)[CH3:22].[C:24]([O-:27])([O-])=O.[K+].[K+].O.[CH3:31]N(C=O)C. No catalyst specified. The product is [CH2:21]([O:20][C:15]1[CH:14]=[C:13]([C:6]2[N:5]=[C:4]([S:3][CH2:1][CH3:2])[N:9]3[CH:10]=[CH:11][N:12]=[C:8]3[CH:7]=2)[CH:18]=[CH:17][C:16]=1[O:27][CH2:24][CH3:31])[CH3:22]. The yield is 0.360. (2) The reactants are CC1(C)[O:6][C@@H:5]([CH2:7][CH2:8][NH:9][C:10]([CH:12]2[CH:16]([C:17]3[CH:22]=[CH:21][CH:20]=[C:19]([Cl:23])[C:18]=3[F:24])[C:15]([C:27]3[CH:32]=[CH:31][C:30]([Cl:33])=[CH:29][C:28]=3[F:34])([C:25]#[N:26])[CH:14]([CH2:35][C:36]3([CH2:42][OH:43])[CH2:41][CH2:40][CH:39]=[CH:38][CH2:37]3)[NH:13]2)=[O:11])[CH2:4][O:3]1.Cl. The catalyst is O1CCCC1. The product is [OH:6][C@H:5]([CH2:4][OH:3])[CH2:7][CH2:8][NH:9][C:10]([CH:12]1[CH:16]([C:17]2[CH:22]=[CH:21][CH:20]=[C:19]([Cl:23])[C:18]=2[F:24])[C:15]([C:27]2[CH:32]=[CH:31][C:30]([Cl:33])=[CH:29][C:28]=2[F:34])([C:25]#[N:26])[CH:14]([CH2:35][C:36]2([CH2:42][OH:43])[CH2:41][CH2:40][CH:39]=[CH:38][CH2:37]2)[NH:13]1)=[O:11]. The yield is 0.750.